This data is from Catalyst prediction with 721,799 reactions and 888 catalyst types from USPTO. The task is: Predict which catalyst facilitates the given reaction. (1) Reactant: Cl.Cl[CH2:3][C:4]1[C:9]([F:10])=[CH:8][CH:7]=[CH:6][N:5]=1.C(=O)([O-])[O-].[Cs+].[Cs+].[OH:17][C:18]1[C:19]2[N:20]([C:25]([C:29]([O:31][CH2:32][CH3:33])=[O:30])=[C:26]([CH3:28])[N:27]=2)[CH:21]=[C:22]([CH3:24])[CH:23]=1. Product: [F:10][C:9]1[C:4]([CH2:3][O:17][C:18]2[C:19]3[N:20]([C:25]([C:29]([O:31][CH2:32][CH3:33])=[O:30])=[C:26]([CH3:28])[N:27]=3)[CH:21]=[C:22]([CH3:24])[CH:23]=2)=[N:5][CH:6]=[CH:7][CH:8]=1. The catalyst class is: 3. (2) Reactant: Cl[C:2]1[N:3]=[C:4]2[CH:20]=[C:19]([Cl:21])[CH:18]=[N:17][C:5]2=[N:6][C:7]=1[N:8]1[CH2:15][CH:14]2[CH:10]([CH2:11][N:12]([CH3:16])[CH2:13]2)[CH2:9]1.O.[NH2:23][NH2:24]. Product: [Cl:21][C:19]1[CH:18]=[N:17][C:5]2=[N:6][C:7]([N:8]3[CH2:15][CH:14]4[CH:10]([CH2:11][N:12]([CH3:16])[CH2:13]4)[CH2:9]3)=[C:2]([NH:23][NH2:24])[N:3]=[C:4]2[CH:20]=1. The catalyst class is: 14. (3) Reactant: [NH2:1][C:2]1[C:3](/[CH:9]=[CH:10]/[C:11]([O:13][CH2:14][CH3:15])=[O:12])=[N:4][CH:5]=[C:6]([Cl:8])[CH:7]=1.FC(F)(F)C(O)=O.O=[C:24]1[CH2:29][CH2:28][N:27]([C:30]([O:32][C:33]([CH3:36])([CH3:35])[CH3:34])=[O:31])[CH2:26][CH2:25]1.C(O[BH-](OC(=O)C)OC(=O)C)(=O)C.[Na+].C(=O)([O-])O.[Na+]. Product: [Cl:8][C:6]1[CH:7]=[C:2]([NH:1][CH:24]2[CH2:29][CH2:28][N:27]([C:30]([O:32][C:33]([CH3:36])([CH3:35])[CH3:34])=[O:31])[CH2:26][CH2:25]2)[C:3]([CH2:9][CH2:10][C:11]([O:13][CH2:14][CH3:15])=[O:12])=[N:4][CH:5]=1. The catalyst class is: 4. (4) Reactant: [Cl:1][C:2]1[CH:7]=[C:6]([Cl:8])[CH:5]=[CH:4][C:3]=1[CH2:9][C:10]([OH:12])=[O:11].[Mg+2:13].[Cl-:14].[Cl-].Cl.C(N(CC)CC)C. Product: [Cl:1][C:2]1[CH:7]=[C:6]([Cl:8])[CH:5]=[CH:4][C:3]=1[CH2:9][C:10]([O-:12])=[O:11].[Cl-:14].[Mg+2:13]. The catalyst class is: 194. (5) Reactant: [CH3:1][N:2]1[CH2:19][CH:18]2[CH:4]([C:5]3[CH:6]=[CH:7][CH:8]=[CH:9][C:10]=3[O:11][C:12]3[CH:13]=[CH:14][C:15]([Cl:20])=[CH:16][C:17]=32)[CH2:3]1.[C:21]([C@@H:24]([C@H:26]([C:28]([O-:30])=[O:29])[OH:27])[OH:25])([O-:23])=[O:22]. Product: [CH3:1][N:2]1[CH2:19][CH:18]2[CH:4]([C:5]3[CH:6]=[CH:7][CH:8]=[CH:9][C:10]=3[O:11][C:12]3[CH:13]=[CH:14][C:15]([Cl:20])=[CH:16][C:17]=32)[CH2:3]1.[OH2:22].[C:21]([C@@H:24]([C@H:26]([C:28]([OH:30])=[O:29])[OH:27])[OH:25])([OH:23])=[O:22]. The catalyst class is: 6. (6) Reactant: F[C:2]1[CH:7]=[CH:6][C:5]([C:8]2[CH:13]=[CH:12][C:11]([O:14][C:15]([F:18])([F:17])[F:16])=[CH:10][CH:9]=2)=[CH:4][C:3]=1[CH:19]=[O:20].[C:21]([C:25]1[CH:30]=[CH:29][C:28]([OH:31])=[CH:27][CH:26]=1)([CH3:24])([CH3:23])[CH3:22].C(=O)([O-])[O-].[K+].[K+].CC(N(C)C)=O. Product: [C:21]([C:25]1[CH:26]=[CH:27][C:28]([O:31][C:2]2[CH:7]=[CH:6][C:5]([C:8]3[CH:13]=[CH:12][C:11]([O:14][C:15]([F:18])([F:17])[F:16])=[CH:10][CH:9]=3)=[CH:4][C:3]=2[CH:19]=[O:20])=[CH:29][CH:30]=1)([CH3:24])([CH3:22])[CH3:23]. The catalyst class is: 6.